This data is from Reaction yield outcomes from USPTO patents with 853,638 reactions. The task is: Predict the reaction yield, written as a fraction of the theoretical maximum amount of product (1.0 means a 100% yield; for example, 0.34 means a 34% yield). (1) The reactants are [Cl:1][C:2]1[C:7](=[O:8])[N:6]([CH2:9][C:10]([NH:12][CH:13]([CH2:17][CH3:18])[C:14]([OH:16])=O)=[O:11])[N:5]=[CH:4][C:3]=1[NH:19][C@@H:20]1[CH2:25][C@@H:24]2[CH2:26][C@@H:22]([C:23]2([CH3:28])[CH3:27])[C@H:21]1[CH3:29].[N:30]1(C(N2C=CN=C2)=O)C=CN=C1.N.O. The catalyst is CN(C)C=O. The product is [Cl:1][C:2]1[C:7](=[O:8])[N:6]([CH2:9][C:10]([NH:12][CH:13]([CH2:17][CH3:18])[C:14]([NH2:30])=[O:16])=[O:11])[N:5]=[CH:4][C:3]=1[NH:19][C@@H:20]1[CH2:25][C@@H:24]2[CH2:26][C@@H:22]([C:23]2([CH3:27])[CH3:28])[C@H:21]1[CH3:29]. The yield is 0.290. (2) The reactants are F[C:2]1[CH:10]=[N:9][CH:8]=[CH:7][C:3]=1[C:4]([OH:6])=[O:5].Cl.[NH2:12][CH2:13][C:14]1[CH:21]=[CH:20][C:17]([C:18]#[N:19])=[CH:16][CH:15]=1.CCN(C(C)C)C(C)C. The catalyst is CC(N(C)C)=O. The product is [C:13]([C:14]1[CH:21]=[CH:20][C:17]([CH2:18][NH:19][C:2]2[CH:10]=[N:9][CH:8]=[CH:7][C:3]=2[C:4]([OH:6])=[O:5])=[CH:16][CH:15]=1)#[N:12]. The yield is 0.180. (3) The product is [Cl:1][C:2]1[CH:16]=[CH:15][C:5]([C:6]([NH:8][CH2:9][CH2:10][CH2:11][C:12]([O-:14])=[O:13])=[O:7])=[C:4]([OH:17])[CH:3]=1.[Na+:19]. The reactants are [Cl:1][C:2]1[CH:16]=[CH:15][C:5]([C:6]([NH:8][CH2:9][CH2:10][CH2:11][C:12]([OH:14])=[O:13])=[O:7])=[C:4]([OH:17])[CH:3]=1.[OH-].[Na+:19]. The yield is 0.972. The catalyst is CC(C)=O. (4) The reactants are [CH3:1][C:2]1([CH2:7][C:8]2[CH:13]=[CH:12][CH:11]=[C:10]([N+:14]([O-])=O)[CH:9]=2)[O:6][CH2:5][CH2:4][O:3]1. The catalyst is CO.[Pd]. The product is [CH3:1][C:2]1([CH2:7][C:8]2[CH:9]=[C:10]([NH2:14])[CH:11]=[CH:12][CH:13]=2)[O:3][CH2:4][CH2:5][O:6]1. The yield is 0.990. (5) The reactants are C(P(CCCC)CCCC)CCC.N(C(OC(C)(C)C)=O)=NC(OC(C)(C)C)=O.[Cl:30][C:31]1[CH:58]=[CH:57][C:34]([O:35][C:36]2[N:37]=[CH:38][C:39]([NH:42][C:43](=[O:56])[CH2:44][CH2:45][C@H:46](O)[C:47]3[CH:52]=[CH:51][CH:50]=[C:49]([O:53][CH3:54])[CH:48]=3)=[N:40][CH:41]=2)=[CH:33][CH:32]=1. The catalyst is C1COCC1. The product is [Cl:30][C:31]1[CH:58]=[CH:57][C:34]([O:35][C:36]2[N:37]=[CH:38][C:39]([N:42]3[C@@H:46]([C:47]4[CH:52]=[CH:51][CH:50]=[C:49]([O:53][CH3:54])[CH:48]=4)[CH2:45][CH2:44][C:43]3=[O:56])=[N:40][CH:41]=2)=[CH:33][CH:32]=1. The yield is 0.700. (6) The reactants are [CH3:1][C:2]1[CH:6]=[C:5]([C:7]2[CH:13]3[CH2:14][CH:10]([CH2:11][N:12]3C(OC(C)(C)C)=O)[CH2:9][CH:8]=2)[O:4][N:3]=1.FC(F)(F)C(O)=O. The catalyst is ClCCl. The product is [CH3:1][C:2]1[CH:6]=[C:5]([C:7]2[CH:13]3[CH2:14][CH:10]([CH2:11][NH:12]3)[CH2:9][CH:8]=2)[O:4][N:3]=1. The yield is 0.580.